Dataset: Full USPTO retrosynthesis dataset with 1.9M reactions from patents (1976-2016). Task: Predict the reactants needed to synthesize the given product. (1) The reactants are: [CH3:1][C:2]1([CH3:16])[C:6]([CH3:8])([CH3:7])[O:5][B:4]([C:9]2[CH:10]=[CH:11][C:12]([NH2:15])=[N:13][CH:14]=2)[O:3]1.[Br:17][CH2:18][C:19]([O:21][CH2:22][CH3:23])=[O:20]. Given the product [BrH:17].[CH2:22]([O:21][C:19](=[O:20])[CH2:18][N:13]1[CH:14]=[C:9]([B:4]2[O:3][C:2]([CH3:16])([CH3:1])[C:6]([CH3:7])([CH3:8])[O:5]2)[CH:10]=[CH:11][C:12]1=[NH:15])[CH3:23], predict the reactants needed to synthesize it. (2) Given the product [CH2:37]([N:3]([CH2:1][CH3:2])[CH2:4][CH2:5][CH2:6][NH:7][C:8]1[N:9]=[C:10]([C:27]2[CH:28]=[C:29]([CH:33]=[CH:34][C:35]=2[CH3:36])[C:30]([NH:47][CH:48]([CH3:53])[CH2:49][CH3:50])=[O:32])[C:11]2[CH:17]=[CH:16][C:15](=[O:18])[N:14]([C:19]3[C:20]([F:26])=[CH:21][CH:22]=[CH:23][C:24]=3[F:25])[C:12]=2[N:13]=1)[CH3:38], predict the reactants needed to synthesize it. The reactants are: [CH2:1]([N:3]([CH2:37][CH3:38])[CH2:4][CH2:5][CH2:6][NH:7][C:8]1[N:9]=[C:10]([C:27]2[CH:28]=[C:29]([CH:33]=[CH:34][C:35]=2[CH3:36])[C:30]([OH:32])=O)[C:11]2[CH:17]=[CH:16][C:15](=[O:18])[N:14]([C:19]3[C:24]([F:25])=[CH:23][CH:22]=[CH:21][C:20]=3[F:26])[C:12]=2[N:13]=1)[CH3:2].CN(C(O[N:47]1N=N[C:49]2[CH:50]=CC=[CH:53][C:48]1=2)=[N+](C)C)C.F[P-](F)(F)(F)(F)F.C(N(CC)CC)C.C(N)(CC)C. (3) Given the product [CH3:55][C:2]1([CH3:1])[CH2:7][O:6][C:5]([CH2:14][S:15][C@H:16]2[C:41](=[O:54])[N:18]([C:19]3[CH:20]=[CH:21][C:22]([F:25])=[CH:23][CH:24]=3)[C@@H:17]2[C:26]2[CH:40]=[CH:39][C:29]([O:30][CH2:31][C:32]([O:34][C:35]([CH3:38])([CH3:37])[CH3:36])=[O:33])=[CH:28][CH:27]=2)([C:8]2[CH:9]=[CH:10][CH:11]=[CH:12][CH:13]=2)[O:4][CH2:3]1, predict the reactants needed to synthesize it. The reactants are: [CH3:1][C:2]1([CH3:55])[CH2:7][O:6][C:5]([CH2:14][S:15][C@@H:16]([C:41](=[O:54])N2[C@@H](C3C=CC=CC=3)COC2=O)[C@H:17]([C:26]2[CH:40]=[CH:39][C:29]([O:30][CH2:31][C:32]([O:34][C:35]([CH3:38])([CH3:37])[CH3:36])=[O:33])=[CH:28][CH:27]=2)[NH:18][C:19]2[CH:24]=[CH:23][C:22]([F:25])=[CH:21][CH:20]=2)([C:8]2[CH:13]=[CH:12][CH:11]=[CH:10][CH:9]=2)[O:4][CH2:3]1.C/C(/O[Si](C)(C)C)=N\[Si](C)(C)C.[F-].C([N+](CCCC)(CCCC)CCCC)CCC. (4) Given the product [CH:1]#[C:2][CH2:3][NH:4][C@H:5]1[C:9]2[CH:10]=[CH:11][CH:12]=[CH:13][C:8]=2[CH2:7][CH2:6]1.[C:14]([O-:17])(=[O:16])[CH3:15], predict the reactants needed to synthesize it. The reactants are: [CH:1]#[C:2][CH2:3][NH:4][C@H:5]1[C:9]2[CH:10]=[CH:11][CH:12]=[CH:13][C:8]=2[CH2:7][CH2:6]1.[C:14]([OH:17])(=[O:16])[CH3:15]. (5) The reactants are: [F:1][C:2]1[CH:3]=[CH:4][C:5]([O:15][CH2:16][C:17]2[CH:22]=[CH:21][C:20]([F:23])=[CH:19][CH:18]=2)=[C:6]([C:8](=O)[CH2:9][CH2:10][C:11](=O)[CH3:12])[CH:7]=1.[NH2:24][C:25]1[CH:26]=[CH:27][C:28]([OH:34])=[C:29]([CH:33]=1)[C:30]([OH:32])=[O:31].CC1C=CC(S(O)(=O)=O)=CC=1.Cl. Given the product [F:1][C:2]1[CH:3]=[CH:4][C:5]([O:15][CH2:16][C:17]2[CH:22]=[CH:21][C:20]([F:23])=[CH:19][CH:18]=2)=[C:6]([C:8]2[N:24]([C:25]3[CH:33]=[C:29]([C:28]([OH:34])=[CH:27][CH:26]=3)[C:30]([OH:32])=[O:31])[C:11]([CH3:12])=[CH:10][CH:9]=2)[CH:7]=1, predict the reactants needed to synthesize it.